Dataset: Forward reaction prediction with 1.9M reactions from USPTO patents (1976-2016). Task: Predict the product of the given reaction. (1) Given the reactants [C:1]([O:4][CH:5]([C:7]#[C:8][C:9]1[CH:14]=[CH:13][CH:12]=[CH:11][C:10]=1[CH:15]=O)[CH3:6])(=[O:3])[CH3:2].N1C=CC=CC=1.Cl.[NH2:24][OH:25], predict the reaction product. The product is: [C:1]([O:4][CH:5]([C:7]#[C:8][C:9]1[CH:14]=[CH:13][CH:12]=[CH:11][C:10]=1/[CH:15]=[N:24]\[OH:25])[CH3:6])(=[O:3])[CH3:2]. (2) Given the reactants C(OP([CH2:9][C:10]([OH:12])=[O:11])(OCC)=O)C.[Li+].CC([N-]C(C)C)C.[CH3:21][CH:22]([CH3:34])[CH2:23][CH2:24][S:25][C:26]1[CH:33]=[CH:32][CH:31]=[CH:30][C:27]=1[CH:28]=O, predict the reaction product. The product is: [CH3:21][CH:22]([CH3:34])[CH2:23][CH2:24][S:25][C:26]1[CH:33]=[CH:32][CH:31]=[CH:30][C:27]=1/[CH:28]=[CH:9]/[C:10]([OH:12])=[O:11]. (3) Given the reactants COC([CH:5]1[C:10](=[O:11])[CH:9]2[N:12]([C:13]([O:15][C:16]([CH3:19])([CH3:18])[CH3:17])=[O:14])[CH:6]1[CH2:7][CH2:8]2)=O.Cl.C(OC(OC(OC(C)(C)C)=O)=O)(C)(C)C, predict the reaction product. The product is: [C:16]([O:15][C:13]([N:12]1[CH:6]2[CH2:7][CH2:8][CH:9]1[C:10](=[O:11])[CH2:5]2)=[O:14])([CH3:19])([CH3:17])[CH3:18]. (4) Given the reactants [CH2:1]([Si]1(Cl)N(C)[C@@H](C)[C@H](C2C=CC=CC=2)O1)[CH:2]=[CH2:3].[CH:18](=[N:25][NH:26][C:27](=[O:29])[CH3:28])[C:19]1[CH:24]=[CH:23][CH:22]=[CH:21][CH:20]=1.CO, predict the reaction product. The product is: [C:19]1([C@H:18]([NH:25][NH:26][C:27](=[O:29])[CH3:28])[CH2:3][CH:2]=[CH2:1])[CH:24]=[CH:23][CH:22]=[CH:21][CH:20]=1. (5) Given the reactants [CH3:1][O:2][C:3]([C:5]1[C:10]([NH2:11])=[CH:9][CH:8]=[CH:7][N:6]=1)=[O:4].[C:12](O)(=O)[CH3:13].[N:16]1[CH:21]=C[C:19](C=O)=[CH:18][CH:17]=1.C([BH3-])#N.[Na+], predict the reaction product. The product is: [CH3:1][O:2][C:3]([C:5]1[C:10]([NH:11][CH2:19][C:18]2[CH:17]=[N:16][CH:21]=[CH:12][CH:13]=2)=[CH:9][CH:8]=[CH:7][N:6]=1)=[O:4]. (6) Given the reactants Cl.[CH3:2][NH:3][C@@H:4]([CH2:16][C:17]1[CH:22]=[CH:21][CH:20]=[CH:19][CH:18]=1)[CH2:5][CH2:6][NH:7][C:8]([C:10]1[CH:15]=[CH:14][CH:13]=[CH:12][N:11]=1)=[O:9].[CH3:23][O:24][C:25]1[CH:26]=[C:27]([CH:31]=[CH:32][C:33]=1[O:34][CH3:35])[C:28](Cl)=[O:29].C(=O)([O-])[O-].[K+].[K+], predict the reaction product. The product is: [CH3:23][O:24][C:25]1[CH:26]=[C:27]([CH:31]=[CH:32][C:33]=1[O:34][CH3:35])[C:28]([N:3]([CH3:2])[C@@H:4]([CH2:16][C:17]1[CH:18]=[CH:19][CH:20]=[CH:21][CH:22]=1)[CH2:5][CH2:6][NH:7][C:8]([C:10]1[CH:15]=[CH:14][CH:13]=[CH:12][N:11]=1)=[O:9])=[O:29]. (7) Given the reactants [C:1]1([C:7]2[CH2:8][C:9](=O)[CH2:10][S:11][CH:12]=2)[CH:6]=[CH:5][CH:4]=[CH:3][CH:2]=1.C([O-])(=O)C.[NH4+].C([BH3-])#[N:20].[Na+], predict the reaction product. The product is: [NH2:20][C:9]1[CH2:10][S:11][CH:12]=[C:7]([C:1]2[CH:6]=[CH:5][CH:4]=[CH:3][CH:2]=2)[CH:8]=1.